From a dataset of Reaction yield outcomes from USPTO patents with 853,638 reactions. Predict the reaction yield, written as a fraction of the theoretical maximum amount of product (1.0 means a 100% yield; for example, 0.34 means a 34% yield). (1) The reactants are C[C:2]1[CH:10]=[C:9](C)[CH:8]=[C:7]([CH3:12])[C:3]=1[C:4](Cl)=[O:5].[OH:13]/[N:14]=[C:15](/[C:17]1[CH:25]=[CH:24][C:20]2[O:21][CH2:22][O:23][C:19]=2[CH:18]=1)\[NH2:16]. The catalyst is C1COCC1.CCOC(C)=O.CCOCC.CCCCC. The product is [CH2:12]([C:7]1[CH:8]=[CH:9][CH:10]=[CH:2][C:3]=1[C:4]([O:13]/[N:14]=[C:15](/[C:17]1[CH:25]=[CH:24][C:20]2[O:21][CH2:22][O:23][C:19]=2[CH:18]=1)\[NH2:16])=[O:5])[C:2]1[CH:10]=[CH:9][CH:8]=[CH:7][CH:3]=1. The yield is 0.590. (2) The product is [ClH:1].[Br:15][C:14]1[C:9]([N:5]2[CH2:6][CH2:7][CH2:8][C@@H:3]([NH:2][CH2:26][CH2:27][F:28])[CH2:4]2)=[C:10]2[C:18]([NH:19][C:20]([CH:22]3[CH2:23][CH2:24]3)=[O:21])=[CH:17][NH:16][C:11]2=[N:12][CH:13]=1. The yield is 0.150. The reactants are [ClH:1].[NH2:2][C@@H:3]1[CH2:8][CH2:7][CH2:6][N:5]([C:9]2[C:14]([Br:15])=[CH:13][N:12]=[C:11]3[NH:16][CH:17]=[C:18]([NH:19][C:20]([CH:22]4[CH2:24][CH2:23]4)=[O:21])[C:10]=23)[CH2:4]1.Br[CH2:26][CH2:27][F:28].CCN(C(C)C)C(C)C.O. The catalyst is CN(C=O)C. (3) The reactants are N[C:2]1[CH:3]=[CH:4][CH:5]=[C:6]2[C:11]=1[CH:10]=[C:9]([OH:12])[CH:8]=[CH:7]2.Cl.N([O-])=O.[Na+].[I-:18].[K+]. The catalyst is O1CCCC1.O.C(OC(=O)C)C. The product is [I:18][C:2]1[CH:3]=[CH:4][CH:5]=[C:6]2[C:11]=1[CH:10]=[C:9]([OH:12])[CH:8]=[CH:7]2. The yield is 0.260. (4) The reactants are C([O:3][C:4](=[O:32])[C:5]([O:8][C:9]1[CH:14]=[CH:13][C:12]([O:15][CH2:16][CH2:17][C:18]2[N:19]=[C:20]([C:24]3[CH:29]=[CH:28][CH:27]=[CH:26][CH:25]=3)[O:21][C:22]=2[CH3:23])=[CH:11][C:10]=1[CH2:30][NH2:31])([CH3:7])[CH3:6])C.FC(F)(F)C(O)=O.C(N(CC)CC)C.Cl[C:48]([O:50][CH2:51][CH3:52])=[O:49].CNCCNC. The catalyst is C(Cl)Cl.CO.CO.C(Cl)Cl. The product is [CH2:51]([O:50][C:48]([NH:31][CH2:30][C:10]1[CH:11]=[C:12]([O:15][CH2:16][CH2:17][C:18]2[N:19]=[C:20]([C:24]3[CH:29]=[CH:28][CH:27]=[CH:26][CH:25]=3)[O:21][C:22]=2[CH3:23])[CH:13]=[CH:14][C:9]=1[O:8][C:5]([CH3:7])([CH3:6])[C:4]([OH:32])=[O:3])=[O:49])[CH3:52]. The yield is 0.190. (5) The reactants are [Cl:1][C:2]1[CH:3]=[C:4]([CH:8]=[C:9]([OH:12])[C:10]=1[OH:11])[C:5]([OH:7])=[O:6].Cl[Si](C)(C)[CH3:15]. The catalyst is CO. The product is [Cl:1][C:2]1[CH:3]=[C:4]([CH:8]=[C:9]([OH:12])[C:10]=1[OH:11])[C:5]([O:7][CH3:15])=[O:6]. The yield is 0.820.